From a dataset of Forward reaction prediction with 1.9M reactions from USPTO patents (1976-2016). Predict the product of the given reaction. (1) Given the reactants F[C:2]1[CH:3]=[N:4][CH:5]=[CH:6][C:7]=1[C:8]1[S:9][C:10]2[CH:16]=[CH:15][C:14]([C:17]([F:20])([F:19])[F:18])=[CH:13][C:11]=2[N:12]=1.[C:21](=O)([O-])[O-:22].[K+].[K+].CO, predict the reaction product. The product is: [CH3:21][O:22][C:2]1[CH:3]=[N:4][CH:5]=[CH:6][C:7]=1[C:8]1[S:9][C:10]2[CH:16]=[CH:15][C:14]([C:17]([F:20])([F:19])[F:18])=[CH:13][C:11]=2[N:12]=1. (2) Given the reactants [C:1](OCC)(=[S:5])[C:2]([NH2:4])=O.BrC[C:11](=O)[C:12](C)([CH3:14])[CH3:13].[Na].[BH4-].[Na+].[CH2:20]([OH:22])[CH3:21], predict the reaction product. The product is: [C:12]([C:2]1[N:4]=[C:21]([CH2:20][OH:22])[S:5][CH:1]=1)([CH3:14])([CH3:13])[CH3:11]. (3) Given the reactants [C:1]([C:3]1[CH:4]=[CH:5][C:6]2[CH:10]=[C:9](C(O)=O)[S:8][C:7]=2[CH:14]=1)#[N:2].N12CCCN=C1CCCCC2.Cl, predict the reaction product. The product is: [S:8]1[CH:9]=[CH:10][C:6]2[CH:5]=[CH:4][C:3]([C:1]#[N:2])=[CH:14][C:7]1=2. (4) The product is: [CH3:1][C:2]1[NH:7][C:6](=[O:8])[C:5]([CH2:9][NH:10][C:20](=[O:21])[O:22][C:23]([CH3:26])([CH3:25])[CH3:24])=[C:4]([NH:11][CH3:12])[CH:3]=1. Given the reactants [CH3:1][C:2]1[NH:7][C:6](=[O:8])[C:5]([C:9]#[N:10])=[C:4]([NH:11][CH3:12])[CH:3]=1.C(N(CC)CC)C.[C:20](O[C:20]([O:22][C:23]([CH3:26])([CH3:25])[CH3:24])=[O:21])([O:22][C:23]([CH3:26])([CH3:25])[CH3:24])=[O:21], predict the reaction product.